From a dataset of Full USPTO retrosynthesis dataset with 1.9M reactions from patents (1976-2016). Predict the reactants needed to synthesize the given product. Given the product [CH3:74][C:75]1[O:87][C:86]([C:4]2[CH:3]=[C:2]([CH3:1])[CH:7]=[CH:6][CH:5]=2)=[N:84][C:70]=1[CH2:69][O:68][CH2:66][CH:62]1[CH2:63][CH2:64][CH2:65][CH:60]([NH:59][C:76]([CH:77]2[CH2:82][CH2:81][CH:80]2[C:9]([OH:10])=[O:12])=[O:24])[CH2:61]1, predict the reactants needed to synthesize it. The reactants are: [CH2:1](Br)[C:2]1[CH:7]=[CH:6][CH:5]=[CH:4][CH:3]=1.[C:9](=[O:12])([O-])[O-:10].[K+].[K+].Cl.NC1CCCC(C(OC)=[O:24])C1.C(N(CC1C=CC=CC=1)C1CCCC(C(OC)=O)C1)C1C=CC=CC=1.C([N:59]([CH2:76][C:77]1[CH:82]=[CH:81][CH:80]=CC=1)[CH:60]1[CH2:65][CH2:64][CH2:63][CH:62]([C:66]([O:68][CH2:69][C:70]2[CH:75]=[CH:74]C=CC=2)=O)[CH2:61]1)C1C=CC=CC=1.C[N:84]([CH:86]=[O:87])C.